From a dataset of Forward reaction prediction with 1.9M reactions from USPTO patents (1976-2016). Predict the product of the given reaction. (1) The product is: [S:1]([O:13][C:14]1[CH:19]=[CH:18][C:17]([CH:20]([N:28]([N:37]2[CH:41]=[N:40][N:39]=[CH:38]2)[C:29]2[CH:36]=[CH:35][C:32]([C:33]#[N:34])=[CH:31][CH:30]=2)[C:21]2[CH:26]=[CH:25][C:24]([O:27][S:1](=[O:4])(=[O:3])[NH2:2])=[CH:23][CH:22]=2)=[CH:16][CH:15]=1)(=[O:4])(=[O:3])[NH2:2]. Given the reactants [S:1](Cl)(=[O:4])(=[O:3])[NH2:2].C1(C)C=CC=CC=1.[OH:13][C:14]1[CH:19]=[CH:18][C:17]([CH:20]([N:28]([N:37]2[CH:41]=[N:40][N:39]=[CH:38]2)[C:29]2[CH:36]=[CH:35][C:32]([C:33]#[N:34])=[CH:31][CH:30]=2)[C:21]2[CH:26]=[CH:25][C:24]([OH:27])=[CH:23][CH:22]=2)=[CH:16][CH:15]=1, predict the reaction product. (2) Given the reactants [Br:1][C:2]1[CH:7]=[CH:6][C:5]([C:8]2[CH:13]=[CH:12][C:11]([C:14]([F:21])([F:20])[C:15](OCC)=[O:16])=[CH:10][CH:9]=2)=[CH:4][CH:3]=1.[BH4-].[Na+], predict the reaction product. The product is: [Br:1][C:2]1[CH:3]=[CH:4][C:5]([C:8]2[CH:13]=[CH:12][C:11]([C:14]([F:20])([F:21])[CH2:15][OH:16])=[CH:10][CH:9]=2)=[CH:6][CH:7]=1.